Task: Regression. Given a peptide amino acid sequence and an MHC pseudo amino acid sequence, predict their binding affinity value. This is MHC class II binding data.. Dataset: Peptide-MHC class II binding affinity with 134,281 pairs from IEDB (1) The peptide sequence is AFKVENGSAAPQLTK. The MHC is HLA-DPA10201-DPB10101 with pseudo-sequence HLA-DPA10201-DPB10101. The binding affinity (normalized) is 0.251. (2) The peptide sequence is AEKVRNLPAGHGLNA. The MHC is DRB1_1501 with pseudo-sequence DRB1_1501. The binding affinity (normalized) is 0.285. (3) The peptide sequence is SQDLELSWNLNGLGAY. The MHC is HLA-DQA10101-DQB10501 with pseudo-sequence HLA-DQA10101-DQB10501. The binding affinity (normalized) is 0.733. (4) The peptide sequence is AAATAGTTTYGAFAA. The MHC is HLA-DQA10401-DQB10402 with pseudo-sequence HLA-DQA10401-DQB10402. The binding affinity (normalized) is 0.333. (5) The peptide sequence is NLCVERVLDCRTAFK. The MHC is DRB1_1101 with pseudo-sequence DRB1_1101. The binding affinity (normalized) is 0. (6) The peptide sequence is TIRVLALGNQEGSLK. The MHC is DRB1_0701 with pseudo-sequence DRB1_0701. The binding affinity (normalized) is 0.0740.